Dataset: Full USPTO retrosynthesis dataset with 1.9M reactions from patents (1976-2016). Task: Predict the reactants needed to synthesize the given product. (1) Given the product [CH:21]1([CH2:24][C@H:25]([NH:32][C:12]([C:10]2[CH:9]=[CH:8][C:7]([N:15]3[CH2:18][C:17]([F:20])([F:19])[CH2:16]3)=[C:6]([O:5][CH2:4][CH:1]3[CH2:2][CH2:3]3)[N:11]=2)=[O:14])[C:26]2[N:30]=[C:29]([CH3:31])[O:28][N:27]=2)[CH2:23][CH2:22]1, predict the reactants needed to synthesize it. The reactants are: [CH:1]1([CH2:4][O:5][C:6]2[N:11]=[C:10]([C:12]([OH:14])=O)[CH:9]=[CH:8][C:7]=2[N:15]2[CH2:18][C:17]([F:20])([F:19])[CH2:16]2)[CH2:3][CH2:2]1.[CH:21]1([CH2:24][C@H:25]([NH2:32])[C:26]2[N:30]=[C:29]([CH3:31])[O:28][N:27]=2)[CH2:23][CH2:22]1.CN(C(ON1N=NC2C=CC=CC1=2)=[N+](C)C)C.[B-](F)(F)(F)F.CCN(C(C)C)C(C)C. (2) Given the product [CH3:15][O:16][C:17]1[CH:22]=[C:21]([CH3:23])[C:20]([C:2]2[C:7]([NH2:8])=[CH:6][C:5]([N:9]3[CH2:14][CH2:13][O:12][CH2:11][CH2:10]3)=[CH:4][N:3]=2)=[C:19]([CH3:27])[CH:18]=1, predict the reactants needed to synthesize it. The reactants are: Cl[C:2]1[C:7]([NH2:8])=[CH:6][C:5]([N:9]2[CH2:14][CH2:13][O:12][CH2:11][CH2:10]2)=[CH:4][N:3]=1.[CH3:15][O:16][C:17]1[CH:22]=[C:21]([CH3:23])[C:20](B(O)O)=[C:19]([CH3:27])[CH:18]=1.C1(P(C2CCCCC2)C2CCCCC2)CCCCC1.[O-]P([O-])([O-])=O.[K+].[K+].[K+]. (3) The reactants are: C([Mg]Cl)(C)C.[CH2:6]([O:9][C:10]1[C:11](Br)=[N:12][CH:13]=[CH:14][CH:15]=1)[CH:7]=[CH2:8].[F:17][C:18]1[CH:25]=[CH:24][C:23]([F:26])=[CH:22][C:19]=1[CH:20]=[O:21].[Cl-].[NH4+]. Given the product [CH2:6]([O:9][C:10]1[C:11]([CH:20]([C:19]2[CH:22]=[C:23]([F:26])[CH:24]=[CH:25][C:18]=2[F:17])[OH:21])=[N:12][CH:13]=[CH:14][CH:15]=1)[CH:7]=[CH2:8], predict the reactants needed to synthesize it. (4) Given the product [Cl:39][C:40]1[C:41]([C:50]([F:52])([F:51])[F:53])=[N:42][N:43]([CH2:46][C:47]([N:36]2[CH2:35][CH2:34][N:33]([C:29]3[CH:28]=[C:27]([O:26][CH3:25])[CH:32]=[CH:31][N:30]=3)[CH2:38][CH2:37]2)=[O:48])[C:44]=1[CH3:45], predict the reactants needed to synthesize it. The reactants are: CN(C(ON1N=NC2C=CC=NC1=2)=[N+](C)C)C.F[P-](F)(F)(F)(F)F.[CH3:25][O:26][C:27]1[CH:32]=[CH:31][N:30]=[C:29]([N:33]2[CH2:38][CH2:37][NH:36][CH2:35][CH2:34]2)[CH:28]=1.[Cl:39][C:40]1[C:41]([C:50]([F:53])([F:52])[F:51])=[N:42][N:43]([CH2:46][C:47](O)=[O:48])[C:44]=1[CH3:45]. (5) Given the product [Cl:19][C:15]1[C:14]([F:20])=[C:13]([CH:9]([NH:8][C:6](=[O:7])[O:5][C:1]([CH3:2])([CH3:3])[CH3:4])[CH2:10][OH:11])[CH:18]=[CH:17][CH:16]=1, predict the reactants needed to synthesize it. The reactants are: [C:1]([O:5][C:6]([NH:8][CH:9]([C:13]1[CH:18]=[CH:17][CH:16]=[C:15]([Cl:19])[C:14]=1[F:20])[C:10](O)=[O:11])=[O:7])([CH3:4])([CH3:3])[CH3:2].C(N(CC)CC)C.ClC(OCC(C)C)=O.[BH4-].[Na+].C(=O)([O-])O.[Na+].